Dataset: Forward reaction prediction with 1.9M reactions from USPTO patents (1976-2016). Task: Predict the product of the given reaction. (1) Given the reactants [CH2:1]1[C:9]2[C:4](=[CH:5][CH:6]=[CH:7][CH:8]=2)[CH2:3][CH:2]1[C:10](Cl)=[O:11].[OH:13][CH2:14][CH2:15][CH2:16][CH2:17][NH:18]C(=O)C1C=CC=CC=1, predict the reaction product. The product is: [OH:13][CH2:14][CH2:15][CH2:16][CH2:17][NH:18][C:10]([CH:2]1[CH2:3][C:4]2[C:9](=[CH:8][CH:7]=[CH:6][CH:5]=2)[CH2:1]1)=[O:11]. (2) Given the reactants [Cl:1][C:2]1[CH:3]=[C:4]([CH:8]=[CH:9][C:10]=1[CH2:11][N:12]1[CH2:17][CH2:16][N:15]([CH3:18])[CH2:14][CH2:13]1)[C:5]([OH:7])=O.F[P-](F)(F)(F)(F)F.N1(OC(N(C)C)=[N+](C)C)C2N=CC=CC=2N=N1.[NH2:43][C:44]1[CH:45]=[CH:46][C:47]([CH3:66])=[C:48]([C:50]2[CH:59]=[C:58]3[C:53]([CH:54]=[C:55]([NH:60][C:61]([CH:63]4[CH2:65][CH2:64]4)=[O:62])[N:56]=[CH:57]3)=[CH:52][CH:51]=2)[CH:49]=1.N1C=CC=CC=1, predict the reaction product. The product is: [Cl:1][C:2]1[CH:3]=[C:4]([CH:8]=[CH:9][C:10]=1[CH2:11][N:12]1[CH2:17][CH2:16][N:15]([CH3:18])[CH2:14][CH2:13]1)[C:5]([NH:43][C:44]1[CH:45]=[CH:46][C:47]([CH3:66])=[C:48]([C:50]2[CH:59]=[C:58]3[C:53]([CH:54]=[C:55]([NH:60][C:61]([CH:63]4[CH2:65][CH2:64]4)=[O:62])[N:56]=[CH:57]3)=[CH:52][CH:51]=2)[CH:49]=1)=[O:7]. (3) Given the reactants [Cl:1][C:2]1[N:3]=[CH:4][NH:5][C:6]=1[Cl:7].[OH-].[K+].[Br:10][CH2:11][CH2:12][CH2:13][CH2:14][CH2:15][CH2:16][CH2:17][CH2:18][CH2:19][CH2:20][CH2:21]C.[K+].[Br-].Br[CH2:26][C:27]1[CH:36]=[CH:35][C:34]2[C:29](=[CH:30][CH:31]=[CH:32][CH:33]=2)[CH:28]=1, predict the reaction product. The product is: [Br-:10].[CH2:21]([C:35]1[C:34]2[C:29](=[CH:30][CH:31]=[CH:32][CH:33]=2)[CH:28]=[C:27]([CH3:26])[C:36]=1[N+:3]1[C:2]([Cl:1])=[C:6]([Cl:7])[NH:5][CH:4]=1)[CH2:20][CH2:19][CH2:18][CH2:17][CH2:16][CH2:15][CH2:14][CH2:13][CH2:12][CH3:11]. (4) Given the reactants [F:1][C:2]1[CH:7]=[CH:6][C:5]([N:8]2[C:16]3[C:11](=[CH:12][C:13]([O:17][C@H:18]([C:22]4[CH:27]=[CH:26][CH:25]=[C:24]([O:28][CH3:29])[CH:23]=4)[C@@H:19]([NH2:21])[CH3:20])=[CH:14][CH:15]=3)[CH:10]=[N:9]2)=[CH:4][CH:3]=1.[C:30]([NH:33][CH2:34][C:35](O)=[O:36])(=[O:32])[CH3:31].F[P-](F)(F)(F)(F)F.N1(OC(N(C)C)=[N+](C)C)C2C=CC=CC=2N=N1.C(N(CC)C(C)C)(C)C, predict the reaction product. The product is: [F:1][C:2]1[CH:3]=[CH:4][C:5]([N:8]2[C:16]3[C:11](=[CH:12][C:13]([O:17][C@H:18]([C:22]4[CH:27]=[CH:26][CH:25]=[C:24]([O:28][CH3:29])[CH:23]=4)[C@@H:19]([NH:21][C:35]([CH2:34][NH:33][C:30](=[O:32])[CH3:31])=[O:36])[CH3:20])=[CH:14][CH:15]=3)[CH:10]=[N:9]2)=[CH:6][CH:7]=1. (5) Given the reactants [Cl:1][C:2]1[CH:7]=[C:6](Cl)[N:5]=[CH:4][N:3]=1.[F:9][C:10]1[CH:15]=[C:14]([F:16])[CH:13]=[CH:12][C:11]=1B(O)O.C(=O)([O-])O.[Na+].COCCOC, predict the reaction product. The product is: [Cl:1][C:2]1[CH:7]=[C:6]([C:13]2[CH:12]=[CH:11][C:10]([F:9])=[CH:15][C:14]=2[F:16])[N:5]=[CH:4][N:3]=1. (6) Given the reactants Cl[C:2]1[C:7]2=[N:8][N:9]=[CH:10][N:6]2[N:5]=[C:4]([C:11]2[CH:16]=[CH:15][C:14]([C:17]([F:20])([F:19])[F:18])=[CH:13][CH:12]=2)[N:3]=1.Cl.Cl.[NH2:23][C:24]1[C:29]([C:30]#[N:31])=[CH:28][CH:27]=[C:26]([NH:32][CH2:33][CH2:34][NH2:35])[N:25]=1.C(N(CC)C(C)C)(C)C, predict the reaction product. The product is: [NH2:23][C:24]1[C:29]([C:30]#[N:31])=[CH:28][CH:27]=[C:26]([NH:32][CH2:33][CH2:34][NH:35][C:2]2[C:7]3=[N:8][N:9]=[CH:10][N:6]3[N:5]=[C:4]([C:11]3[CH:16]=[CH:15][C:14]([C:17]([F:20])([F:19])[F:18])=[CH:13][CH:12]=3)[N:3]=2)[N:25]=1. (7) The product is: [F:12][C:3]1[CH:4]=[C:5]([C:8]([F:11])([F:10])[F:9])[CH:6]=[CH:7][C:2]=1[CH:18]([OH:22])[CH2:19][CH2:20][CH3:21]. Given the reactants Br[C:2]1[CH:7]=[CH:6][C:5]([C:8]([F:11])([F:10])[F:9])=[CH:4][C:3]=1[F:12].C([Li])CCC.[CH:18](=[O:22])[CH2:19][CH2:20][CH3:21].C(O)(=O)C, predict the reaction product. (8) Given the reactants [NH2:1][C@H:2]1[CH2:6][CH2:5][N:4]([C@H:7]2[CH2:12][CH2:11][C@@H:10]([NH:13][C:14]([CH3:17])([CH3:16])[CH3:15])[CH2:9][C@H:8]2[NH:18][C:19](=[O:21])[CH3:20])[C:3]1=[O:22].Cl[C:24]1[C:33]2[C:28](=[CH:29][CH:30]=[C:31]([C:34]([F:37])([F:36])[F:35])[CH:32]=2)[N:27]=[CH:26][N:25]=1, predict the reaction product. The product is: [C:14]([NH:13][C@H:10]1[CH2:9][C@@H:8]([NH:18][C:19](=[O:21])[CH3:20])[C@@H:7]([N:4]2[CH2:5][CH2:6][C@H:2]([NH:1][C:24]3[C:33]4[C:28](=[CH:29][CH:30]=[C:31]([C:34]([F:36])([F:37])[F:35])[CH:32]=4)[N:27]=[CH:26][N:25]=3)[C:3]2=[O:22])[CH2:12][CH2:11]1)([CH3:17])([CH3:15])[CH3:16].